Dataset: NCI-60 drug combinations with 297,098 pairs across 59 cell lines. Task: Regression. Given two drug SMILES strings and cell line genomic features, predict the synergy score measuring deviation from expected non-interaction effect. (1) Drug 1: CC12CCC3C(C1CCC2O)C(CC4=C3C=CC(=C4)O)CCCCCCCCCS(=O)CCCC(C(F)(F)F)(F)F. Drug 2: COC1=NC(=NC2=C1N=CN2C3C(C(C(O3)CO)O)O)N. Cell line: A549. Synergy scores: CSS=-3.19, Synergy_ZIP=4.65, Synergy_Bliss=4.54, Synergy_Loewe=-3.82, Synergy_HSA=-4.20. (2) Drug 1: CC(C1=C(C=CC(=C1Cl)F)Cl)OC2=C(N=CC(=C2)C3=CN(N=C3)C4CCNCC4)N. Drug 2: C1CCC(CC1)NC(=O)N(CCCl)N=O. Cell line: SF-295. Synergy scores: CSS=50.3, Synergy_ZIP=0.235, Synergy_Bliss=1.38, Synergy_Loewe=-1.40, Synergy_HSA=4.22. (3) Drug 1: CS(=O)(=O)C1=CC(=C(C=C1)C(=O)NC2=CC(=C(C=C2)Cl)C3=CC=CC=N3)Cl. Drug 2: CCN(CC)CCNC(=O)C1=C(NC(=C1C)C=C2C3=C(C=CC(=C3)F)NC2=O)C. Cell line: BT-549. Synergy scores: CSS=1.70, Synergy_ZIP=1.73, Synergy_Bliss=2.99, Synergy_Loewe=-1.36, Synergy_HSA=-0.955. (4) Drug 1: C1CN1P(=S)(N2CC2)N3CC3. Drug 2: CCC(=C(C1=CC=CC=C1)C2=CC=C(C=C2)OCCN(C)C)C3=CC=CC=C3.C(C(=O)O)C(CC(=O)O)(C(=O)O)O. Cell line: COLO 205. Synergy scores: CSS=29.4, Synergy_ZIP=-6.17, Synergy_Bliss=2.33, Synergy_Loewe=-6.15, Synergy_HSA=1.29. (5) Cell line: TK-10. Synergy scores: CSS=32.2, Synergy_ZIP=2.86, Synergy_Bliss=2.64, Synergy_Loewe=-4.13, Synergy_HSA=0.688. Drug 2: CCN(CC)CCNC(=O)C1=C(NC(=C1C)C=C2C3=C(C=CC(=C3)F)NC2=O)C. Drug 1: COC1=C(C=C2C(=C1)N=CN=C2NC3=CC(=C(C=C3)F)Cl)OCCCN4CCOCC4. (6) Drug 1: CNC(=O)C1=CC=CC=C1SC2=CC3=C(C=C2)C(=NN3)C=CC4=CC=CC=N4. Drug 2: CC1=C(C(=CC=C1)Cl)NC(=O)C2=CN=C(S2)NC3=CC(=NC(=N3)C)N4CCN(CC4)CCO. Cell line: MDA-MB-231. Synergy scores: CSS=39.8, Synergy_ZIP=13.5, Synergy_Bliss=14.0, Synergy_Loewe=-18.5, Synergy_HSA=11.2. (7) Drug 1: B(C(CC(C)C)NC(=O)C(CC1=CC=CC=C1)NC(=O)C2=NC=CN=C2)(O)O. Drug 2: CC1C(C(CC(O1)OC2CC(CC3=C2C(=C4C(=C3O)C(=O)C5=C(C4=O)C(=CC=C5)OC)O)(C(=O)CO)O)N)O.Cl. Cell line: COLO 205. Synergy scores: CSS=67.3, Synergy_ZIP=-0.390, Synergy_Bliss=0.640, Synergy_Loewe=3.23, Synergy_HSA=4.75. (8) Drug 1: C1=C(C(=O)NC(=O)N1)F. Drug 2: CC1CCCC2(C(O2)CC(NC(=O)CC(C(C(=O)C(C1O)C)(C)C)O)C(=CC3=CSC(=N3)C)C)C. Cell line: OVCAR3. Synergy scores: CSS=57.7, Synergy_ZIP=-2.69, Synergy_Bliss=-6.25, Synergy_Loewe=-5.61, Synergy_HSA=-5.84. (9) Drug 1: C1=CN(C(=O)N=C1N)C2C(C(C(O2)CO)O)O.Cl. Drug 2: CC=C1C(=O)NC(C(=O)OC2CC(=O)NC(C(=O)NC(CSSCCC=C2)C(=O)N1)C(C)C)C(C)C. Cell line: COLO 205. Synergy scores: CSS=70.3, Synergy_ZIP=3.30, Synergy_Bliss=2.69, Synergy_Loewe=-0.398, Synergy_HSA=1.11.